From a dataset of Peptide-MHC class I binding affinity with 185,985 pairs from IEDB/IMGT. Regression. Given a peptide amino acid sequence and an MHC pseudo amino acid sequence, predict their binding affinity value. This is MHC class I binding data. (1) The peptide sequence is LCFVVPDGY. The MHC is HLA-A24:02 with pseudo-sequence HLA-A24:02. The binding affinity (normalized) is 0.145. (2) The MHC is HLA-A30:01 with pseudo-sequence HLA-A30:01. The binding affinity (normalized) is 0.267. The peptide sequence is FLMRNAIQY. (3) The peptide sequence is ITLVYKVYY. The MHC is HLA-A29:02 with pseudo-sequence HLA-A29:02. The binding affinity (normalized) is 0.954.